From a dataset of NCI-60 drug combinations with 297,098 pairs across 59 cell lines. Regression. Given two drug SMILES strings and cell line genomic features, predict the synergy score measuring deviation from expected non-interaction effect. (1) Drug 2: CC1=C2C(C(=O)C3(C(CC4C(C3C(C(C2(C)C)(CC1OC(=O)C(C(C5=CC=CC=C5)NC(=O)C6=CC=CC=C6)O)O)OC(=O)C7=CC=CC=C7)(CO4)OC(=O)C)O)C)OC(=O)C. Drug 1: CS(=O)(=O)C1=CC(=C(C=C1)C(=O)NC2=CC(=C(C=C2)Cl)C3=CC=CC=N3)Cl. Synergy scores: CSS=76.5, Synergy_ZIP=17.0, Synergy_Bliss=17.1, Synergy_Loewe=-2.33, Synergy_HSA=16.2. Cell line: HT29. (2) Drug 1: CN1C2=C(C=C(C=C2)N(CCCl)CCCl)N=C1CCCC(=O)O.Cl. Drug 2: CN(C(=O)NC(C=O)C(C(C(CO)O)O)O)N=O. Cell line: SR. Synergy scores: CSS=15.9, Synergy_ZIP=3.14, Synergy_Bliss=6.72, Synergy_Loewe=-5.93, Synergy_HSA=3.00. (3) Drug 2: CCC(=C(C1=CC=CC=C1)C2=CC=C(C=C2)OCCN(C)C)C3=CC=CC=C3.C(C(=O)O)C(CC(=O)O)(C(=O)O)O. Drug 1: CC1=C(C(CCC1)(C)C)C=CC(=CC=CC(=CC(=O)O)C)C. Cell line: HCT-15. Synergy scores: CSS=2.21, Synergy_ZIP=-3.24, Synergy_Bliss=-16.9, Synergy_Loewe=-2.77, Synergy_HSA=-10.2. (4) Drug 1: CC1=C(N=C(N=C1N)C(CC(=O)N)NCC(C(=O)N)N)C(=O)NC(C(C2=CN=CN2)OC3C(C(C(C(O3)CO)O)O)OC4C(C(C(C(O4)CO)O)OC(=O)N)O)C(=O)NC(C)C(C(C)C(=O)NC(C(C)O)C(=O)NCCC5=NC(=CS5)C6=NC(=CS6)C(=O)NCCC[S+](C)C)O. Drug 2: CN(CCCl)CCCl.Cl. Cell line: BT-549. Synergy scores: CSS=30.7, Synergy_ZIP=-7.07, Synergy_Bliss=-3.66, Synergy_Loewe=0.179, Synergy_HSA=2.20.